Dataset: Retrosynthesis with 50K atom-mapped reactions and 10 reaction types from USPTO. Task: Predict the reactants needed to synthesize the given product. (1) The reactants are: COC(=O)c1ccc(OC(F)F)c(OC2CCCC2)c1. Given the product O=C(O)c1ccc(OC(F)F)c(OC2CCCC2)c1, predict the reactants needed to synthesize it. (2) Given the product FC(F)(F)c1cc(-c2ccco2)n(-c2cccc(C3OCCCO3)c2)n1, predict the reactants needed to synthesize it. The reactants are: O=Cc1cccc(-n2nc(C(F)(F)F)cc2-c2ccco2)c1.OCCCO. (3) Given the product O=C(Nc1cncc(Br)c1)c1ccccc1, predict the reactants needed to synthesize it. The reactants are: Nc1cncc(Br)c1.O=C(Cl)c1ccccc1. (4) Given the product OCCN1CCN(c2ccc(F)c(C(F)(F)F)c2)CC1, predict the reactants needed to synthesize it. The reactants are: Fc1ccc(N2CCNCC2)cc1C(F)(F)F.OCCBr. (5) Given the product CC(=O)N(C)[C@H]1CCN(c2ccc(-n3ccc(OCc4ccccc4)cc3=O)cn2)C1, predict the reactants needed to synthesize it. The reactants are: CC(=O)OC(C)=O.CN[C@H]1CCN(c2ccc(-n3ccc(OCc4ccccc4)cc3=O)cn2)C1. (6) Given the product O=S(=O)([O-])C(F)(F)F, predict the reactants needed to synthesize it. The reactants are: Cn1n[n+](CCl)cc1-c1ccccc1.Oc1ccc2ccccc2c1. (7) Given the product COC1COCC[C@H]1N[C@@H]1CC[C@@](C(=O)N2CCC(c3cccc(C(F)(F)F)c3)CC2)(C(C)C)C1, predict the reactants needed to synthesize it. The reactants are: COC1COCC[C@H]1N[C@@H]1CC[C@@](C(=O)N2CC=C(c3cccc(C(F)(F)F)c3)CC2)(C(C)C)C1.